The task is: Regression. Given a peptide amino acid sequence and an MHC pseudo amino acid sequence, predict their binding affinity value. This is MHC class I binding data.. This data is from Peptide-MHC class I binding affinity with 185,985 pairs from IEDB/IMGT. The peptide sequence is RPFNNILNL. The MHC is HLA-A11:01 with pseudo-sequence HLA-A11:01. The binding affinity (normalized) is 0.0926.